This data is from Catalyst prediction with 721,799 reactions and 888 catalyst types from USPTO. The task is: Predict which catalyst facilitates the given reaction. (1) Reactant: [CH3:1][NH2:2].Cl.[CH3:4][Al](C)C.C([O:10][C:11](=O)[CH2:12][CH:13]([C:23]1[CH:31]=[C:30]2[C:26]([CH:27]=CN2)=[CH:25][CH:24]=1)[C:14]1[C:22]2[C:17](=[CH:18][CH:19]=[CH:20][CH:21]=2)[NH:16][CH:15]=1)C.[NH4+:33].[Cl-]. The catalyst class is: 48. Product: [NH:2]1[C:30]2[C:26](=[CH:25][CH:24]=[C:23]([CH:13]([C:14]3[C:22]4[C:17](=[CH:18][CH:19]=[CH:20][CH:21]=4)[NH:16][CH:15]=3)[CH2:12][C:11]([NH:33][CH3:4])=[O:10])[CH:31]=2)[CH:27]=[CH:1]1. (2) Reactant: C([NH:8][CH2:9][C:10]1[N:14]2[C:15]3[C:20]([N:21]=[C:22]([NH:23][CH2:24][CH2:25][CH2:26][OH:27])[C:13]2=[N:12][CH:11]=1)=[CH:19][C:18]([C:28]([F:31])([F:30])[F:29])=[CH:17][CH:16]=3)C1C=CC=CC=1.C1(C)C=CC(S(O)(=O)=O)=CC=1.[H][H]. Product: [NH2:8][CH2:9][C:10]1[N:14]2[C:15]3[C:20]([N:21]=[C:22]([NH:23][CH2:24][CH2:25][CH2:26][OH:27])[C:13]2=[N:12][CH:11]=1)=[CH:19][C:18]([C:28]([F:29])([F:31])[F:30])=[CH:17][CH:16]=3. The catalyst class is: 19. (3) Reactant: [C:1]([OH:7])(=[O:6])[CH2:2][C:3]([OH:5])=[O:4].[CH:8]1[CH:9]=[C:10]2[C:17](=[O:18])[N:16]([CH:19]3[C:25](=[O:26])[NH:24][C:22](=[O:23])[CH2:21][CH2:20]3)[CH2:15][C:11]2=[C:12]([NH2:14])[CH:13]=1. Product: [CH:8]1[CH:9]=[C:10]2[C:17](=[O:18])[N:16]([CH:19]3[C:25](=[O:26])[NH:24][C:22](=[O:23])[CH2:21][CH2:20]3)[CH2:15][C:11]2=[C:12]([NH2:14])[CH:13]=1.[C:1]([OH:7])(=[O:6])[CH2:2][C:3]([OH:5])=[O:4]. The catalyst class is: 10. (4) Reactant: [Br:1][C:2]1[N:7]=[CH:6][C:5]([NH2:8])=[C:4]([NH2:9])[CH:3]=1.[C:10](OCC)(=[O:16])[C:11](OCC)=[O:12]. Product: [Br:1][C:2]1[N:7]=[CH:6][C:5]2=[N:8][C:10]([OH:16])=[C:11]([OH:12])[N:9]=[C:4]2[CH:3]=1. The catalyst class is: 28. (5) Reactant: [CH3:1][S:2]([OH:5])(=[O:4])=[O:3].[NH:6]1[CH2:11][CH2:10][CH2:9][CH2:8][CH2:7]1.O. Product: [CH3:1][S:2]([O-:5])(=[O:4])=[O:3].[NH2+:6]1[CH2:11][CH2:10][CH2:9][CH2:8][CH2:7]1. The catalyst class is: 32. (6) Reactant: [C:1]1([N:7]2[CH:12]=[CH:11][C:10]([CH2:13][C:14]3[N:15]=[N:16][NH:17][CH:18]=3)=[C:9]([O:19][CH3:20])[C:8]2=O)[CH:6]=[CH:5][CH:4]=[CH:3][CH:2]=1.COC1C=CC(P2(SP(C3C=CC(OC)=CC=3)(=S)S2)=[S:31])=CC=1. Product: [C:1]1([N:7]2[CH:12]=[CH:11][C:10]([CH2:13][C:14]3[N:15]=[N:16][NH:17][CH:18]=3)=[C:9]([O:19][CH3:20])[C:8]2=[S:31])[CH:6]=[CH:5][CH:4]=[CH:3][CH:2]=1. The catalyst class is: 11. (7) Reactant: CN(C)C=O.C(Cl)(=O)C(Cl)=O.[Cl:12][CH2:13][C:14]([N:16]1[CH2:19][CH2:18][CH:17]1[C:20]([NH2:22])=O)=[O:15].C(N(CC)CC)C. Product: [Cl:12][CH2:13][C:14]([N:16]1[CH2:19][CH2:18][CH:17]1[C:20]#[N:22])=[O:15]. The catalyst class is: 10. (8) Reactant: [F:1][C:2]1[C:3]([C:19]2[CH:24]=[C:23]([F:25])[CH:22]=[CH:21][C:20]=2[O:26][CH3:27])=[C:4]2[CH:10]=[C:9]([C:11]3[CH2:12][CH:13]4[CH2:17][NH:16][CH2:15][CH:14]4[CH:18]=3)[NH:8][C:5]2=[N:6][CH:7]=1.[C:28]1(=O)[N:32]([N:32]([CH3:28])[C:31](=[O:38])[O-])[C:31](=[O:38])CC1.C(N(CC)CC)C.O. Product: [F:1][C:2]1[C:3]([C:19]2[CH:24]=[C:23]([F:25])[CH:22]=[CH:21][C:20]=2[O:26][CH3:27])=[C:4]2[CH:10]=[C:9]([C:11]3[CH2:12][CH:13]4[CH2:17][N:16]([C:31]([NH:32][CH3:28])=[O:38])[CH2:15][CH:14]4[CH:18]=3)[NH:8][C:5]2=[N:6][CH:7]=1. The catalyst class is: 391.